From a dataset of Forward reaction prediction with 1.9M reactions from USPTO patents (1976-2016). Predict the product of the given reaction. (1) Given the reactants [NH2:1][C:2]1[CH:3]=[CH:4][C:5]([F:29])=[C:6]([C@:8]2([CH3:28])[CH2:13][N:12]3[C:14]([CH:17]([F:19])[F:18])=[CH:15][N:16]=[C:11]3[C:10]([NH:20][C:21](=[O:27])[O:22][C:23]([CH3:26])([CH3:25])[CH3:24])=[N:9]2)[CH:7]=1.[F:30][CH:31]([F:40])[N:32]1[CH:36]=[CH:35][C:34]([C:37](O)=[O:38])=[N:33]1, predict the reaction product. The product is: [F:18][CH:17]([F:19])[C:14]1[N:12]2[CH2:13][C@:8]([C:6]3[CH:7]=[C:2]([NH:1][C:37]([C:34]4[CH:35]=[CH:36][N:32]([CH:31]([F:40])[F:30])[N:33]=4)=[O:38])[CH:3]=[CH:4][C:5]=3[F:29])([CH3:28])[N:9]=[C:10]([NH:20][C:21](=[O:27])[O:22][C:23]([CH3:24])([CH3:25])[CH3:26])[C:11]2=[N:16][CH:15]=1. (2) Given the reactants [N:1]1[C:6]2[CH2:7][NH:8][CH2:9][C:5]=2[C:4]([NH:10][C:11]2[CH:12]=[N:13][C:14]3[C:19]([CH:20]=2)=[CH:18][CH:17]=[CH:16][CH:15]=3)=[N:3][CH:2]=1.[CH3:21][C:22]1[S:23][C:24]([CH:28]=O)=[C:25]([CH3:27])[N:26]=1.ClCCCl.CO.C(O[BH-](OC(=O)C)OC(=O)C)(=O)C.[Na+].C([O-])(O)=O.[Na+], predict the reaction product. The product is: [CH3:21][C:22]1[S:23][C:24]([CH2:28][N:8]2[CH2:9][C:5]3[C:4]([NH:10][C:11]4[CH:12]=[N:13][C:14]5[C:19]([CH:20]=4)=[CH:18][CH:17]=[CH:16][CH:15]=5)=[N:3][CH:2]=[N:1][C:6]=3[CH2:7]2)=[C:25]([CH3:27])[N:26]=1. (3) Given the reactants Cl[CH2:2][CH2:3][CH2:4][NH:5][C:6]([C:8]1[C:9]([C:14]2[CH:19]=[CH:18][CH:17]=[CH:16][CH:15]=2)=[N:10][O:11][C:12]=1[CH3:13])=[O:7].[F:20][C:21]1[CH:22]=[CH:23][C:24]([O:33][CH2:34][C:35]([F:38])([F:37])[F:36])=[C:25]([N:27]2[CH2:32][CH2:31][NH:30][CH2:29][CH2:28]2)[CH:26]=1.C(=O)([O-])[O-].[K+].[K+], predict the reaction product. The product is: [F:20][C:21]1[CH:22]=[CH:23][C:24]([O:33][CH2:34][C:35]([F:38])([F:36])[F:37])=[C:25]([N:27]2[CH2:32][CH2:31][N:30]([CH2:2][CH2:3][CH2:4][NH:5][C:6]([C:8]3[C:9]([C:14]4[CH:19]=[CH:18][CH:17]=[CH:16][CH:15]=4)=[N:10][O:11][C:12]=3[CH3:13])=[O:7])[CH2:29][CH2:28]2)[CH:26]=1. (4) Given the reactants [CH2:1]([N:8]1[C:16]2[C:11](=[CH:12][C:13]([C:17]3[CH:22]=[CH:21][C:20]([OH:23])=[CH:19][CH:18]=3)=[CH:14][CH:15]=2)[C:10]([CH2:24][C:25]2[CH:30]=[CH:29][CH:28]=[CH:27][CH:26]=2)=[C:9]1[C:31]1[CH:36]=[CH:35][CH:34]=[CH:33][CH:32]=1)[C:2]1[CH:7]=[CH:6][CH:5]=[CH:4][CH:3]=1.C([O-])([O-])=O.[K+].[K+].Br[CH2:44][C:45]#[N:46], predict the reaction product. The product is: [CH2:1]([N:8]1[C:16]2[C:11](=[CH:12][C:13]([C:17]3[CH:22]=[CH:21][C:20]([O:23][CH2:44][C:45]#[N:46])=[CH:19][CH:18]=3)=[CH:14][CH:15]=2)[C:10]([CH2:24][C:25]2[CH:26]=[CH:27][CH:28]=[CH:29][CH:30]=2)=[C:9]1[C:31]1[CH:36]=[CH:35][CH:34]=[CH:33][CH:32]=1)[C:2]1[CH:3]=[CH:4][CH:5]=[CH:6][CH:7]=1. (5) Given the reactants Br[C:2]1[CH:7]=[CH:6][C:5]([F:8])=[CH:4][CH:3]=1.[O:9]1[CH:13]=[CH:12][CH:11]=[C:10]1B(O)O.[O-]P([O-])([O-])=O.[K+].[K+].[K+], predict the reaction product. The product is: [F:8][C:5]1[CH:6]=[CH:7][C:2]([C:10]2[O:9][CH:13]=[CH:12][CH:11]=2)=[CH:3][CH:4]=1. (6) Given the reactants [H-].[Na+].[CH3:3][C:4]1[CH:5]=[C:6]([OH:19])[CH:7]=[CH:8][C:9]=1[CH2:10][CH2:11][CH2:12][CH2:13][N:14]1[CH:18]=[CH:17][N:16]=[N:15]1.Cl[CH2:21][C:22]1[C:23]([CH3:38])=[N:24][C:25]([C:28]2[CH:33]=[CH:32][C:31]([C:34]([F:37])([F:36])[F:35])=[CH:30][CH:29]=2)=[CH:26][CH:27]=1.O, predict the reaction product. The product is: [CH3:38][C:23]1[C:22]([CH2:21][O:19][C:6]2[CH:7]=[CH:8][C:9]([CH2:10][CH2:11][CH2:12][CH2:13][N:14]3[CH:18]=[CH:17][N:16]=[N:15]3)=[C:4]([CH3:3])[CH:5]=2)=[CH:27][CH:26]=[C:25]([C:28]2[CH:33]=[CH:32][C:31]([C:34]([F:36])([F:37])[F:35])=[CH:30][CH:29]=2)[N:24]=1.